The task is: Predict the reactants needed to synthesize the given product.. This data is from Full USPTO retrosynthesis dataset with 1.9M reactions from patents (1976-2016). (1) Given the product [C:11]([C:9]1[CH:8]=[C:7]([CH:15]2[CH2:16][C:17]([C:19]3[CH:28]=[CH:27][C:22]([C:23]([O:25][CH3:26])=[O:24])=[CH:21][CH:20]=3)=[N:39][N:38]2[C:35]2[CH:34]=[CH:33][C:32]([N+:29]([O-:31])=[O:30])=[CH:37][CH:36]=2)[CH:6]=[C:5]([C:1]([CH3:4])([CH3:2])[CH3:3])[CH:10]=1)([CH3:14])([CH3:13])[CH3:12], predict the reactants needed to synthesize it. The reactants are: [C:1]([C:5]1[CH:6]=[C:7](/[CH:15]=[CH:16]/[C:17]([C:19]2[CH:28]=[CH:27][C:22]([C:23]([O:25][CH3:26])=[O:24])=[CH:21][CH:20]=2)=O)[CH:8]=[C:9]([C:11]([CH3:14])([CH3:13])[CH3:12])[CH:10]=1)([CH3:4])([CH3:3])[CH3:2].[N+:29]([C:32]1[CH:37]=[CH:36][C:35]([NH:38][NH2:39])=[CH:34][CH:33]=1)([O-:31])=[O:30].CS(O)(=O)=O. (2) Given the product [NH2:1][C:2]1[C:7]([C:8]#[N:9])=[C:6]([O:10][CH2:11][CH3:12])[N:5]=[C:4]([C:13]([NH:43][CH2:42][C:41]2[CH:44]=[CH:45][CH:46]=[C:39]([CH3:38])[CH:40]=2)=[O:15])[CH:3]=1, predict the reactants needed to synthesize it. The reactants are: [NH2:1][C:2]1[C:7]([C:8]#[N:9])=[C:6]([O:10][CH2:11][CH3:12])[N:5]=[C:4]([C:13]([OH:15])=O)[CH:3]=1.CN(C(ON1N=NC2C=CC=CC1=2)=[N+](C)C)C.[B-](F)(F)(F)F.[CH3:38][C:39]1[CH:40]=[C:41]([CH:44]=[CH:45][CH:46]=1)[CH2:42][NH2:43]. (3) The reactants are: Cl[C:2]1[N:10]=[C:9]2[C:5]([N:6]=[CH:7][N:8]2[CH:11]2[CH2:16][CH2:15][CH2:14][CH2:13][O:12]2)=[C:4]([NH2:17])[N:3]=1.[CH2:18]([NH2:23])[CH2:19][CH2:20][CH2:21][CH3:22]. Given the product [CH2:18]([NH:23][C:2]1[N:10]=[C:9]2[C:5]([N:6]=[CH:7][N:8]2[CH:11]2[CH2:16][CH2:15][CH2:14][CH2:13][O:12]2)=[C:4]([NH2:17])[N:3]=1)[CH2:19][CH2:20][CH2:21][CH3:22], predict the reactants needed to synthesize it. (4) Given the product [CH2:16]([O:15][C:13](=[O:14])[CH2:12][O:10][CH2:9][CH2:8][C:5]1[CH:6]=[CH:7][C:2]([Cl:1])=[CH:3][CH:4]=1)[CH3:17], predict the reactants needed to synthesize it. The reactants are: [Cl:1][C:2]1[CH:7]=[CH:6][C:5]([CH2:8][CH2:9][OH:10])=[CH:4][CH:3]=1.I[CH2:12][C:13]([O:15][CH2:16][CH3:17])=[O:14].C(C1C=CC=C(C(C)(C)C)N=1)(C)(C)C. (5) The reactants are: [NH2:1][C:2]1[CH:3]=[C:4]2[C:8](=[CH:9][CH:10]=1)[CH2:7][CH2:6][CH2:5]2.[C:11](OC(=O)C)(=[O:13])[CH3:12]. Given the product [C:11]([NH:1][C:2]1[CH:3]=[C:4]2[C:8](=[CH:9][CH:10]=1)[CH2:7][CH2:6][CH2:5]2)(=[O:13])[CH3:12], predict the reactants needed to synthesize it. (6) Given the product [C:14]1([CH:17]([C:19]2[CH:20]=[CH:21][CH:22]=[CH:23][CH:24]=2)[CH3:18])[CH:15]=[CH:16][CH:11]=[CH:12][CH:13]=1, predict the reactants needed to synthesize it. The reactants are: BrBr.BrC1C(C[CH:11]2[CH:16]=[CH:15][C:14](CC3C(Br)=C(Br)C(Br)=C(Br)C=3Br)([CH:17]([C:19]3[CH:24]=[CH:23][CH:22]=[CH:21][CH:20]=3)[CH3:18])[C:13](CC3C(Br)=C(Br)C(Br)=C(Br)C=3Br)(CC3C(Br)=C(Br)C(Br)=C(Br)C=3Br)[C:12]2(CC2C(Br)=C(Br)C(Br)=C(Br)C=2Br)CC2C(Br)=C(Br)C(Br)=C(Br)C=2Br)=C(Br)C(Br)=C(Br)C=1Br.